This data is from Reaction yield outcomes from USPTO patents with 853,638 reactions. The task is: Predict the reaction yield, written as a fraction of the theoretical maximum amount of product (1.0 means a 100% yield; for example, 0.34 means a 34% yield). (1) The catalyst is C1COCC1. The reactants are [Cl-].[CH3:2][P+](C1C=CC=CC=1)(C1C=CC=CC=1)C1C=CC=CC=1.[Li]CCCC.[O:27]=[C:28]1[N:36]([CH2:37][CH2:38][CH3:39])[C:35]2[NH:34][C:33]([C:40]34[CH2:47][CH2:46][C:43]([CH:48]=O)([CH2:44][CH2:45]3)[CH2:42][CH2:41]4)=[N:32][C:31]=2[C:30](=[O:50])[N:29]1[CH2:51][CH2:52][CH3:53]. The product is [CH2:51]([N:29]1[C:30](=[O:50])[C:31]2[N:32]=[C:33]([C:40]34[CH2:47][CH2:46][C:43]([CH:48]=[CH2:2])([CH2:44][CH2:45]3)[CH2:42][CH2:41]4)[NH:34][C:35]=2[N:36]([CH2:37][CH2:38][CH3:39])[C:28]1=[O:27])[CH2:52][CH3:53]. The yield is 0.380. (2) The reactants are [NH2:1][C:2]1[CH:7]=[C:6]([Cl:8])[N:5]=[C:4]([Cl:9])[CH:3]=1.[N+:10]([O-])([OH:12])=[O:11]. The catalyst is S(=O)(=O)(O)O. The product is [Cl:9][C:4]1[CH:3]=[C:2]([NH:1][N+:10]([O-:12])=[O:11])[CH:7]=[C:6]([Cl:8])[N:5]=1. The yield is 1.00. (3) The reactants are Br[CH2:2][C:3](=[O:16])[C:4]([C:7]1[CH:8]=[CH:9][C:10]([F:15])=[C:11]([CH:14]=1)[C:12]#[N:13])([CH3:6])[CH3:5].[N-:17]=[N+:18]=[N-:19].[Na+]. The catalyst is CN(C=O)C.O. The product is [N:17]([CH2:2][C:3](=[O:16])[C:4]([C:7]1[CH:8]=[CH:9][C:10]([F:15])=[C:11]([CH:14]=1)[C:12]#[N:13])([CH3:6])[CH3:5])=[N+:18]=[N-:19]. The yield is 0.780. (4) The reactants are C(OC(=O)[NH:7][CH2:8][C:9]([N:11]1[CH2:16][CH2:15][N:14]([C:17]2[CH:22]=[CH:21][C:20]([O:23][CH3:24])=[C:19]([O:25][CH:26]3[CH2:30][CH2:29][CH2:28][CH2:27]3)[CH:18]=2)[CH2:13][C@@H:12]1[CH2:31][C:32]1[CH:37]=[CH:36][CH:35]=[CH:34][CH:33]=1)=[O:10])(C)(C)C.[ClH:39]. The catalyst is O1CCOCC1. The product is [ClH:39].[NH2:7][CH2:8][C:9]([N:11]1[CH2:16][CH2:15][N:14]([C:17]2[CH:22]=[CH:21][C:20]([O:23][CH3:24])=[C:19]([O:25][CH:26]3[CH2:27][CH2:28][CH2:29][CH2:30]3)[CH:18]=2)[CH2:13][C@@H:12]1[CH2:31][C:32]1[CH:37]=[CH:36][CH:35]=[CH:34][CH:33]=1)=[O:10]. The yield is 0.490. (5) The reactants are [CH3:1][C:2]1[C:6]2[C:7](=[O:18])[N:8]([CH2:11][CH2:12][N:13]3[CH2:17][CH2:16][CH2:15][CH2:14]3)[CH2:9][CH2:10][C:5]=2[NH:4][C:3]=1[CH:19]=O.[Cl:21][C:22]1[CH:27]=[CH:26][C:25]([C:28]2[CH:36]=[CH:35][CH:34]=[C:33]3[C:29]=2[CH2:30][C:31](=[O:37])[NH:32]3)=[C:24]([F:38])[CH:23]=1. No catalyst specified. The yield is 0.516. The product is [Cl:21][C:22]1[CH:27]=[CH:26][C:25]([C:28]2[CH:36]=[CH:35][CH:34]=[C:33]3[C:29]=2[C:30](=[CH:19][C:3]2[NH:4][C:5]4[CH2:10][CH2:9][N:8]([CH2:11][CH2:12][N:13]5[CH2:14][CH2:15][CH2:16][CH2:17]5)[C:7](=[O:18])[C:6]=4[C:2]=2[CH3:1])[C:31](=[O:37])[NH:32]3)=[C:24]([F:38])[CH:23]=1. (6) The reactants are [N+:1]([C:4]1[CH:9]=[CH:8][C:7]([C:10]2[S:11][C:12]3[CH:18]=[C:17]([O:19]C)[CH:16]=[CH:15][C:13]=3[N:14]=2)=[CH:6][CH:5]=1)([O-:3])=[O:2].B(Br)(Br)Br. The catalyst is C(Cl)Cl. The product is [N+:1]([C:4]1[CH:5]=[CH:6][C:7]([C:10]2[S:11][C:12]3[CH:18]=[C:17]([OH:19])[CH:16]=[CH:15][C:13]=3[N:14]=2)=[CH:8][CH:9]=1)([O-:3])=[O:2]. The yield is 0.550. (7) The reactants are Cl[C:2]1[C:11]2[C:6](=[CH:7][C:8]([F:12])=[CH:9][CH:10]=2)[C:5]([O:13][CH3:14])=[CH:4][N:3]=1.[F-:15].[Cs+]. The catalyst is CS(C)=O.CCOC(C)=O. The product is [F:15][C:2]1[C:11]2[C:6](=[CH:7][C:8]([F:12])=[CH:9][CH:10]=2)[C:5]([O:13][CH3:14])=[CH:4][N:3]=1. The yield is 0.670. (8) The reactants are [C:1]([C:3]1[CH:11]=[C:7]([C:8]([OH:10])=[O:9])[C:6]([OH:12])=[CH:5][CH:4]=1)#[N:2].C(OC(C(F)(F)F)=O)(C(F)(F)F)=O.[CH3:26][C:27]([CH3:29])=O. No catalyst specified. The product is [CH3:26][C:27]1([CH3:29])[O:12][C:6]2[CH:5]=[CH:4][C:3]([C:1]#[N:2])=[CH:11][C:7]=2[C:8](=[O:10])[O:9]1. The yield is 0.150. (9) The reactants are [NH2:1][C:2]1[CH:7]=[C:6]([OH:8])[CH:5]=[CH:4][N:3]=1.[H-].[Na+].F[C:12]1[CH:17]=[CH:16][C:15]([N+:18]([O-:20])=[O:19])=[C:14]([CH3:21])[CH:13]=1. The catalyst is CN(C=O)C.O. The product is [CH3:21][C:14]1[CH:13]=[C:12]([CH:17]=[CH:16][C:15]=1[N+:18]([O-:20])=[O:19])[O:8][C:6]1[CH:5]=[CH:4][N:3]=[C:2]([NH2:1])[CH:7]=1. The yield is 0.440. (10) The reactants are [CH3:1][C:2]1([CH3:19])[C:7]2[CH:8]=[C:9]3[C:14](=[CH:15][C:6]=2[C:5]([CH3:18])([CH3:17])[CH2:4][CH2:3]1)[NH:13][C:12](=O)[CH2:11][CH2:10]3.[H-].[Na+].Br[CH2:23][C:24]1[CH:33]=[CH:32][C:27]([C:28]([O:30][CH3:31])=[O:29])=[CH:26][CH:25]=1. The catalyst is C1COCC1. The product is [CH3:31][O:30][C:28](=[O:29])[C:27]1[CH:32]=[CH:33][C:24]([CH2:23][N:13]2[C:14]3[C:9](=[CH:8][C:7]4[C:2]([CH3:19])([CH3:1])[CH2:3][CH2:4][C:5]([CH3:18])([CH3:17])[C:6]=4[CH:15]=3)[CH2:10][CH2:11][CH2:12]2)=[CH:25][CH:26]=1. The yield is 0.580.